Dataset: Peptide-MHC class I binding affinity with 185,985 pairs from IEDB/IMGT. Task: Regression. Given a peptide amino acid sequence and an MHC pseudo amino acid sequence, predict their binding affinity value. This is MHC class I binding data. (1) The peptide sequence is VPGFHGWAT. The MHC is HLA-B35:01 with pseudo-sequence HLA-B35:01. The binding affinity (normalized) is 0.375. (2) The peptide sequence is AFDLSHFLK. The MHC is HLA-B44:03 with pseudo-sequence HLA-B44:03. The binding affinity (normalized) is 0. (3) The peptide sequence is TLASIGTAF. The MHC is HLA-A03:01 with pseudo-sequence HLA-A03:01. The binding affinity (normalized) is 0.0847. (4) The peptide sequence is SRVYQILQPIL. The MHC is Mamu-B03 with pseudo-sequence Mamu-B03. The binding affinity (normalized) is 0.450. (5) The peptide sequence is EECDSELEI. The MHC is HLA-B51:01 with pseudo-sequence HLA-B51:01. The binding affinity (normalized) is 0.213. (6) The peptide sequence is AVFDGCVVY. The MHC is HLA-B07:02 with pseudo-sequence HLA-B07:02. The binding affinity (normalized) is 0.0847. (7) The peptide sequence is LSSKGLACYR. The MHC is HLA-A68:01 with pseudo-sequence HLA-A68:01. The binding affinity (normalized) is 0.856. (8) The peptide sequence is IESIPDPPT. The MHC is Mamu-A11 with pseudo-sequence Mamu-A11. The binding affinity (normalized) is 0.196. (9) The MHC is HLA-A68:01 with pseudo-sequence HLA-A68:01. The peptide sequence is ITLKIIETY. The binding affinity (normalized) is 0.